This data is from Full USPTO retrosynthesis dataset with 1.9M reactions from patents (1976-2016). The task is: Predict the reactants needed to synthesize the given product. (1) Given the product [CH:21]1([N:1]2[CH2:2][CH2:3][CH:4]([CH2:7][CH:8]3[CH2:9][CH2:10][N:11]([C:14]([O:16][C:17]([CH3:20])([CH3:19])[CH3:18])=[O:15])[CH2:12][CH2:13]3)[CH2:5][CH2:6]2)[CH2:24][CH2:23][CH2:22]1, predict the reactants needed to synthesize it. The reactants are: [NH:1]1[CH2:6][CH2:5][CH:4]([CH2:7][CH:8]2[CH2:13][CH2:12][N:11]([C:14]([O:16][C:17]([CH3:20])([CH3:19])[CH3:18])=[O:15])[CH2:10][CH2:9]2)[CH2:3][CH2:2]1.[C:21]1(=O)[CH2:24][CH2:23][CH2:22]1.C(N(CC)CC)C.C(O[BH-](OC(=O)C)OC(=O)C)(=O)C.[Na+]. (2) Given the product [CH3:1][N:2]1[CH2:6][CH2:5][CH:4]([O:7][C:8]2[CH:9]=[C:10]([CH:11]=[C:12]([C:14]([F:15])([F:16])[F:17])[CH:13]=2)[NH2:18])[CH2:3]1, predict the reactants needed to synthesize it. The reactants are: [CH3:1][N:2]1[CH2:6][CH2:5][CH:4]([O:7][C:8]2[CH:13]=[C:12]([C:14]([F:17])([F:16])[F:15])[CH:11]=[C:10]([N+:18]([O-])=O)[CH:9]=2)[CH2:3]1. (3) Given the product [O:19]=[C:11]1[C:12]2([CH2:13][CH2:14][C:15](=[O:18])[CH2:16][CH2:17]2)[NH:7][CH2:8][CH2:9][N:10]1[C:25]([O:24][C:20]([CH3:23])([CH3:22])[CH3:21])=[O:26], predict the reactants needed to synthesize it. The reactants are: C(=O)([O-])[O-].[K+].[K+].[NH:7]1[C:12]2([CH2:17][CH2:16][C:15](=[O:18])[CH2:14][CH2:13]2)[C:11](=[O:19])[NH:10][CH2:9][CH2:8]1.[C:20]([O:24][C:25](O[C:25]([O:24][C:20]([CH3:23])([CH3:22])[CH3:21])=[O:26])=[O:26])([CH3:23])([CH3:22])[CH3:21]. (4) Given the product [ClH:36].[CH3:67][N:39]([CH3:38])[CH2:40][CH2:41][C:42]([NH:44][C:45]1[CH:46]=[CH:47][CH:48]=[C:49]2[C:53]=1[NH:52][N:51]=[C:50]2[S:54]([C:57]1[C:66]2[C:61](=[CH:62][CH:63]=[CH:64][CH:65]=2)[CH:60]=[CH:59][CH:58]=1)(=[O:56])=[O:55])=[O:43], predict the reactants needed to synthesize it. The reactants are: C1(S(C2C3C(=C(N)C=CC=3)NN=2)(=O)=O)C2C(=CC=CC=2)C=CC=1.[N+](C1C=CC=C2C=1NN=C2)([O-])=O.[ClH:36].Cl.[CH3:38][N:39]([CH3:67])[CH2:40][CH2:41][C:42]([NH:44][C:45]1[CH:46]=[CH:47][CH:48]=[C:49]2[C:53]=1[NH:52][N:51]=[C:50]2[S:54]([C:57]1[C:66]2[C:61](=[CH:62][CH:63]=[CH:64][CH:65]=2)[CH:60]=[CH:59][CH:58]=1)(=[O:56])=[O:55])=[O:43]. (5) The reactants are: [CH3:1][NH:2][C:3]([C:5]1[CH:13]=[C:12]2[C:8]([CH:9]=[CH:10][N:11]2[CH:14]2[CH2:19][CH2:18][NH:17][CH2:16][CH2:15]2)=[CH:7][CH:6]=1)=[O:4].[CH3:20][O:21][C:22]1[C:31]([CH2:32][CH:33]=O)=[C:30]2[C:25]([C:26](=[O:37])[CH2:27][C:28]([CH3:36])([CH3:35])[O:29]2)=[CH:24][CH:23]=1.C(O[BH-](OC(=O)C)OC(=O)C)(=O)C.[Na+].C(=O)(O)[O-].[Na+]. Given the product [CH3:20][O:21][C:22]1[C:31]([CH2:32][CH2:33][N:17]2[CH2:18][CH2:19][CH:14]([N:11]3[C:12]4[C:8](=[CH:7][CH:6]=[C:5]([C:3]([NH:2][CH3:1])=[O:4])[CH:13]=4)[CH:9]=[CH:10]3)[CH2:15][CH2:16]2)=[C:30]2[C:25]([C:26](=[O:37])[CH2:27][C:28]([CH3:36])([CH3:35])[O:29]2)=[CH:24][CH:23]=1, predict the reactants needed to synthesize it.